From a dataset of Forward reaction prediction with 1.9M reactions from USPTO patents (1976-2016). Predict the product of the given reaction. Given the reactants [Cl:1][C:2]1[CH:3]=[C:4]([C:8]2[N:9]=[C:10]([N:16]3[C:20]4[CH:21]=[C:22]([CH:25]=O)[CH:23]=[CH:24][C:19]=4[N:18]=[CH:17]3)[S:11][C:12]=2[C:13]([NH2:15])=[O:14])[CH:5]=[CH:6][CH:7]=1.[CH3:27][N:28]([CH3:33])[CH2:29][CH2:30][NH:31][CH3:32].C(O[BH-](OC(=O)C)OC(=O)C)(=O)C.[Na+].[Cl-].[NH4+].C(=O)([O-])[O-].[K+].[K+], predict the reaction product. The product is: [OH-:14].[Cl:1][C:2]1[CH:3]=[C:4]([C:8]2[N:9]=[C:10]([N:16]3[C:20]4[CH:21]=[C:22]([CH2:25][N:31]([CH2:30][CH2:29][N:28]([CH3:33])[CH3:27])[CH3:32])[CH:23]=[CH:24][C:19]=4[N:18]=[CH:17]3)[S:11][C:12]=2[C:13]([NH2:15])=[O:14])[CH:5]=[CH:6][CH:7]=1.